From a dataset of Reaction yield outcomes from USPTO patents with 853,638 reactions. Predict the reaction yield, written as a fraction of the theoretical maximum amount of product (1.0 means a 100% yield; for example, 0.34 means a 34% yield). (1) The reactants are C[O:2][C:3]([C:5]1[N:6]([NH:10][C:11]([CH:13]2[CH:17]([CH3:18])[CH2:16][N:15]([CH2:19][C:20]3[CH:25]=[CH:24][CH:23]=[CH:22][CH:21]=3)[CH2:14]2)=O)[CH:7]=[N:8][CH:9]=1)=O.[OH-].[NH4+:27]. The catalyst is CO. The product is [CH2:19]([N:15]1[CH2:16][CH:17]([CH3:18])[CH:13]([C:11]2[NH:27][C:3](=[O:2])[C:5]3=[CH:9][N:8]=[CH:7][N:6]3[N:10]=2)[CH2:14]1)[C:20]1[CH:25]=[CH:24][CH:23]=[CH:22][CH:21]=1. The yield is 0.406. (2) The reactants are N[C:2]1[C:6]([C:7]([O:9][CH2:10][CH3:11])=[O:8])=[CH:5][NH:4][N:3]=1.[I-:12].[K+].N([O-])=O.[Na+]. The catalyst is C(O)(=O)C.O. The product is [I:12][C:2]1[C:6]([C:7]([O:9][CH2:10][CH3:11])=[O:8])=[CH:5][NH:4][N:3]=1. The yield is 0.590. (3) The reactants are N#N.[NH2:3][C:4]1[C:9]2=[C:10]([C:29]3[CH:34]=[CH:33][C:32]([NH:35][C:36](=[O:49])[NH:37][C:38]4[CH:43]=[C:42]([C:44]([F:47])([F:46])[F:45])[CH:41]=[CH:40][C:39]=4[F:48])=[C:31]([F:50])[CH:30]=3)[C:11]([CH2:26][O:27][CH3:28])=[C:12]([C:13]3[CH2:14][CH2:15][N:16]([C:19]([O:21][C:22]([CH3:25])([CH3:24])[CH3:23])=[O:20])[CH2:17][CH:18]=3)[N:8]2[N:7]=[CH:6][N:5]=1. The catalyst is [Pt]=O.C(O)(=O)C. The product is [NH2:3][C:4]1[C:9]2=[C:10]([C:29]3[CH:34]=[CH:33][C:32]([NH:35][C:36](=[O:49])[NH:37][C:38]4[CH:43]=[C:42]([C:44]([F:47])([F:45])[F:46])[CH:41]=[CH:40][C:39]=4[F:48])=[C:31]([F:50])[CH:30]=3)[C:11]([CH2:26][O:27][CH3:28])=[C:12]([CH:13]3[CH2:14][CH2:15][N:16]([C:19]([O:21][C:22]([CH3:23])([CH3:24])[CH3:25])=[O:20])[CH2:17][CH2:18]3)[N:8]2[N:7]=[CH:6][N:5]=1. The yield is 0.753. (4) The reactants are [C:1](OCC)(=[O:5])[C:2]#[C:3][CH3:4].[Br:9][C:10]1[CH:15]=[CH:14][C:13]([NH:16][C:17](=[NH:29])[CH2:18][C@@H:19]2[CH2:23][CH2:22][N:21]([C:24]([CH:26]3[CH2:28][CH2:27]3)=[O:25])[CH2:20]2)=[CH:12][CH:11]=1.C(N(CC)C(C)C)(C)C.BrC1C=CC(N2C(C)=CC(=O)N=C2C[C@@H]2CCN(C(C3CC3)=O)C2)=CC=1. The catalyst is C(O)C.ClCCl.CO. The product is [Br:9][C:10]1[CH:11]=[CH:12][C:13]([N:16]2[C:1](=[O:5])[CH:2]=[C:3]([CH3:4])[N:29]=[C:17]2[CH2:18][C@@H:19]2[CH2:23][CH2:22][N:21]([C:24]([CH:26]3[CH2:27][CH2:28]3)=[O:25])[CH2:20]2)=[CH:14][CH:15]=1. The yield is 0.266. (5) The reactants are Cl[C:2]1[C:7]([N+:8]([O-:10])=[O:9])=[CH:6][CH:5]=[CH:4][N:3]=1.[C:11]([O-])([O-])=O.[K+].[K+]. The catalyst is C1C=CC([P]([Pd]([P](C2C=CC=CC=2)(C2C=CC=CC=2)C2C=CC=CC=2)([P](C2C=CC=CC=2)(C2C=CC=CC=2)C2C=CC=CC=2)[P](C2C=CC=CC=2)(C2C=CC=CC=2)C2C=CC=CC=2)(C2C=CC=CC=2)C2C=CC=CC=2)=CC=1.O1CCOCC1. The product is [CH3:11][C:2]1[C:7]([N+:8]([O-:10])=[O:9])=[CH:6][CH:5]=[CH:4][N:3]=1. The yield is 0.700. (6) The reactants are [CH3:1][O:2][C:3]([NH:5][N:6]([C:10]([N:12]1[CH2:16][CH2:15][CH2:14][CH:13]1[C:17]1[NH:18][C:19]([C:22]2[CH:27]=[CH:26][C:25](Br)=[CH:24][CH:23]=2)=[CH:20][N:21]=1)=[O:11])[CH:7]([CH3:9])[CH3:8])=[O:4].[CH3:29][C:30]1([CH3:46])[C:34]([CH3:36])([CH3:35])[O:33][B:32]([B:32]2[O:33][C:34]([CH3:36])([CH3:35])[C:30]([CH3:46])([CH3:29])[O:31]2)[O:31]1.CC([O-])=O.[K+]. The catalyst is O1CCOCC1. The product is [CH3:1][O:2][C:3]([NH:5][N:6]([CH:7]([CH3:9])[CH3:8])[C:10]([N:12]1[CH2:16][CH2:15][CH2:14][CH:13]1[C:17]1[NH:18][C:19]([C:22]2[CH:27]=[CH:26][C:25]([B:32]3[O:33][C:34]([CH3:36])([CH3:35])[C:30]([CH3:46])([CH3:29])[O:31]3)=[CH:24][CH:23]=2)=[CH:20][N:21]=1)=[O:11])=[O:4]. The yield is 0.960. (7) The reactants are [OH:1][C:2]1[CH:3]=[C:4]2[C:8](=[CH:9][CH:10]=1)[N:7]([C:11]1[CH:16]=[CH:15][CH:14]=[C:13]([I:17])[CH:12]=1)[N:6]=[C:5]2[C:18]([NH2:20])=[O:19].Cl.Cl[CH2:23][CH2:24][N:25]1[CH2:30][CH2:29][O:28][CH2:27][CH2:26]1.C(=O)([O-])[O-].[K+].[K+]. The catalyst is CC(C)=O.C(OCC)(=O)C. The product is [I:17][C:13]1[CH:12]=[C:11]([N:7]2[C:8]3[C:4](=[CH:3][C:2]([O:1][CH2:23][CH2:24][N:25]4[CH2:30][CH2:29][O:28][CH2:27][CH2:26]4)=[CH:10][CH:9]=3)[C:5]([C:18]([NH2:20])=[O:19])=[N:6]2)[CH:16]=[CH:15][CH:14]=1. The yield is 0.390.